Dataset: Forward reaction prediction with 1.9M reactions from USPTO patents (1976-2016). Task: Predict the product of the given reaction. (1) Given the reactants [CH2:1]([O:8][CH2:9][C@@H:10]([NH:14][C:15](=[O:27])[C:16]([NH:19][C:20]([O:22][C:23]([CH3:26])([CH3:25])[CH3:24])=[O:21])([CH3:18])[CH3:17])[C:11](O)=[O:12])[C:2]1[CH:7]=[CH:6][CH:5]=[CH:4][CH:3]=1.[CH3:28][N:29]1[CH2:33][C@H:32]([C:34]2[CH:39]=[CH:38][CH:37]=[CH:36][CH:35]=2)[C@:31]2([CH2:44][CH2:43][CH2:42][NH:41][CH2:40]2)[C:30]1=[O:45].CN1C[C@@H](C2C=CC=CC=2)[C@@]2(CCCNC2)C1=O.CCN(C(C)C)C(C)C.C(P1(=O)OP(CCC)(=O)OP(CCC)(=O)O1)CC, predict the reaction product. The product is: [CH2:1]([O:8][CH2:9][C@@H:10]([NH:14][C:15](=[O:27])[C:16]([NH:19][C:20](=[O:21])[O:22][C:23]([CH3:24])([CH3:26])[CH3:25])([CH3:18])[CH3:17])[C:11]([N:41]1[CH2:42][CH2:43][CH2:44][C:31]2([C:30](=[O:45])[N:29]([CH3:28])[CH2:33][CH:32]2[C:34]2[CH:35]=[CH:36][CH:37]=[CH:38][CH:39]=2)[CH2:40]1)=[O:12])[C:2]1[CH:3]=[CH:4][CH:5]=[CH:6][CH:7]=1. (2) Given the reactants [F:1][CH:2]([F:22])[C:3]1[N:8]=[C:7]([NH:9]CC2C=CC(OC)=C(OC)C=2)[CH:6]=[CH:5][C:4]=1[F:21].FC(F)(F)C(O)=O.CCN(C(C)C)C(C)C.Cl[C:40]([O:42][C:43]1[CH:48]=[CH:47][CH:46]=[CH:45][CH:44]=1)=[O:41], predict the reaction product. The product is: [F:22][CH:2]([F:1])[C:3]1[N:8]=[C:7]([NH:9][C:40](=[O:41])[O:42][C:43]2[CH:48]=[CH:47][CH:46]=[CH:45][CH:44]=2)[CH:6]=[CH:5][C:4]=1[F:21]. (3) Given the reactants [CH:1]([O:4][C:5]([N:7]1[CH2:12][CH2:11][CH:10]([CH:13]2[CH2:17][C:16]3[CH:18]=[C:19]([C:22]4[C:27]([CH3:28])=[CH:26][C:25](Br)=[CH:24][N:23]=4)[CH:20]=[CH:21][C:15]=3[O:14]2)[CH2:9][CH2:8]1)=[O:6])([CH3:3])[CH3:2].[CH3:30][N:31](C)C=O, predict the reaction product. The product is: [CH:1]([O:4][C:5]([N:7]1[CH2:12][CH2:11][CH:10]([CH:13]2[CH2:17][C:16]3[CH:18]=[C:19]([C:22]4[C:27]([CH3:28])=[CH:26][C:25]([C:30]#[N:31])=[CH:24][N:23]=4)[CH:20]=[CH:21][C:15]=3[O:14]2)[CH2:9][CH2:8]1)=[O:6])([CH3:3])[CH3:2].